This data is from Full USPTO retrosynthesis dataset with 1.9M reactions from patents (1976-2016). The task is: Predict the reactants needed to synthesize the given product. (1) Given the product [CH3:31][N:32]1[CH2:37][CH2:36][N:35]([CH:38]2[CH2:43][CH2:42][N:41]([C:24]([NH:23][C:19]3[CH:18]=[C:17]([O:16][C:13]4[CH:14]=[N:15][C:10]([NH:9][C:8]([NH:7][C:1](=[O:6])[C:2]([CH3:4])([CH3:3])[CH3:5])=[O:30])=[CH:11][CH:12]=4)[CH:22]=[CH:21][N:20]=3)=[O:29])[CH2:40][CH2:39]2)[CH2:34][CH2:33]1, predict the reactants needed to synthesize it. The reactants are: [C:1]([NH:7][C:8](=[O:30])[NH:9][C:10]1[N:15]=[CH:14][C:13]([O:16][C:17]2[CH:22]=[CH:21][N:20]=[C:19]([NH:23][C:24](=[O:29])OC(C)=C)[CH:18]=2)=[CH:12][CH:11]=1)(=[O:6])[C:2]([CH3:5])([CH3:4])[CH3:3].[CH3:31][N:32]1[CH2:37][CH2:36][N:35]([CH:38]2[CH2:43][CH2:42][NH:41][CH2:40][CH2:39]2)[CH2:34][CH2:33]1.CN1CCCC1. (2) Given the product [N:4]1[CH:5]=[CH:6][CH:7]=[CH:8][C:3]=1[CH2:2][N:1]1[C:12](=[O:13])[C:11]2[C:10](=[CH:18][CH:17]=[CH:16][CH:15]=2)[C:9]1=[O:14], predict the reactants needed to synthesize it. The reactants are: [NH2:1][CH2:2][C:3]1[CH:8]=[CH:7][CH:6]=[CH:5][N:4]=1.[C:9]1(=O)[O:14][C:12](=[O:13])[C:11]2=[CH:15][CH:16]=[CH:17][CH:18]=[C:10]12.C(N(CC)CC)C. (3) Given the product [Cl:1][C:2]1[CH:3]=[C:4]2[C:9](=[CH:10][C:11]=1[O:12][C:13]1[CH:14]=[CH:15][C:16]([C:19](=[O:33])[NH:20][C:21]3[CH:22]=[N:23][N:24]([C:26]4[CH:31]=[CH:30][CH:29]=[C:28]([Cl:32])[CH:27]=4)[CH:25]=3)=[CH:17][CH:18]=1)[O:8][CH2:7][CH2:6][CH:5]2[C:34]([O-:36])=[O:35].[Na+:39], predict the reactants needed to synthesize it. The reactants are: [Cl:1][C:2]1[CH:3]=[C:4]2[C:9](=[CH:10][C:11]=1[O:12][C:13]1[CH:18]=[CH:17][C:16]([C:19](=[O:33])[NH:20][C:21]3[CH:22]=[N:23][N:24]([C:26]4[CH:31]=[CH:30][CH:29]=[C:28]([Cl:32])[CH:27]=4)[CH:25]=3)=[CH:15][CH:14]=1)[O:8][CH2:7][CH2:6][CH:5]2[C:34]([OH:36])=[O:35].C[O-].[Na+:39]. (4) Given the product [F:1][C:2]1[CH:27]=[CH:26][CH:25]=[CH:24][C:3]=1[CH2:4][N:5]1[C:9]2=[N:10][CH:11]=[CH:12][CH:13]=[C:8]2[C:7]([C:14]2[N:19]=[C:18]([CH3:20])[C:17]([C:21]([NH2:38])=[O:23])=[CH:16][N:15]=2)=[N:6]1, predict the reactants needed to synthesize it. The reactants are: [F:1][C:2]1[CH:27]=[CH:26][CH:25]=[CH:24][C:3]=1[CH2:4][N:5]1[C:9]2=[N:10][CH:11]=[CH:12][CH:13]=[C:8]2[C:7]([C:14]2[N:19]=[C:18]([CH3:20])[C:17]([C:21]([OH:23])=O)=[CH:16][N:15]=2)=[N:6]1.C(Cl)CCl.C1C=CC2N(O)N=[N:38]C=2C=1.N.